Task: Predict the product of the given reaction.. Dataset: Forward reaction prediction with 1.9M reactions from USPTO patents (1976-2016) (1) Given the reactants [CH3:1][O:2][C:3]1[CH:8]=[CH:7][C:6]([C:9]2([C:12]([OH:14])=[O:13])[CH2:11][CH2:10]2)=[CH:5][CH:4]=1.[C:15](Cl)(=O)C(Cl)=O.CN(C)C=O, predict the reaction product. The product is: [CH3:1][O:2][C:3]1[CH:4]=[CH:5][C:6]([C:9]2([C:12]([O:14][CH3:15])=[O:13])[CH2:10][CH2:11]2)=[CH:7][CH:8]=1. (2) Given the reactants Br[C:2]1[CH:7]=[CH:6][C:5]([C:8]2[O:12][CH:11]=[N:10][CH:9]=2)=[CH:4][CH:3]=1.[CH3:13][C:14]1([CH3:30])[C:18]([CH3:20])([CH3:19])[O:17][B:16]([B:16]2[O:17][C:18]([CH3:20])([CH3:19])[C:14]([CH3:30])([CH3:13])[O:15]2)[O:15]1.C([O-])(=O)C.[K+].[OH-].[Na+], predict the reaction product. The product is: [CH3:13][C:14]1([CH3:30])[C:18]([CH3:20])([CH3:19])[O:17][B:16]([C:2]2[CH:7]=[CH:6][C:5]([C:8]3[O:12][CH:11]=[N:10][CH:9]=3)=[CH:4][CH:3]=2)[O:15]1. (3) Given the reactants [NH2:1][C:2]1[CH:19]=[CH:18][C:5]2[CH2:6][N:7]([C:11]([O:13][C:14]([CH3:17])([CH3:16])[CH3:15])=[O:12])[CH2:8][CH2:9][CH2:10][C:4]=2[CH:3]=1.[C:20](Cl)([O:22][CH2:23][C:24]1[CH:29]=[CH:28][CH:27]=[CH:26][CH:25]=1)=[O:21].C(N(CC)CC)C.O, predict the reaction product. The product is: [CH2:23]([O:22][C:20]([NH:1][C:2]1[CH:19]=[CH:18][C:5]2[CH2:6][N:7]([C:11]([O:13][C:14]([CH3:16])([CH3:15])[CH3:17])=[O:12])[CH2:8][CH2:9][CH2:10][C:4]=2[CH:3]=1)=[O:21])[C:24]1[CH:29]=[CH:28][CH:27]=[CH:26][CH:25]=1. (4) The product is: [Cl:1][C:2]1[CH:7]=[CH:6][C:5]([NH2:8])=[C:4]([C@@:22]([OH:32])([C:27]#[C:28][CH:29]2[CH2:31][CH2:30]2)[C:23]([F:25])([F:26])[F:24])[CH:3]=1. Given the reactants [Cl:1][C:2]1[CH:7]=[CH:6][C:5]([NH:8]C([C@@]23C(C)(C)[C@@](C)(CC2)C(=O)O3)=O)=[C:4]([C@@:22]([OH:32])([C:27]#[C:28][CH:29]2[CH2:31][CH2:30]2)[C:23]([F:26])([F:25])[F:24])[CH:3]=1.[OH-].[Na+], predict the reaction product. (5) Given the reactants COC([N:5]1[CH2:9][CH2:8][CH:7]([C:10]2[CH:15]=[CH:14][CH:13]=[C:12]([NH:16][S:17]([C:20]3[CH:25]=[CH:24][C:23]([O:26][C:27]([F:30])([F:29])[F:28])=[CH:22][CH:21]=3)(=[O:19])=[O:18])[CH:11]=2)[CH2:6]1)=O.Cl, predict the reaction product. The product is: [NH:5]1[CH2:9][CH2:8][CH:7]([C:10]2[CH:11]=[C:12]([NH:16][S:17]([C:20]3[CH:25]=[CH:24][C:23]([O:26][C:27]([F:30])([F:28])[F:29])=[CH:22][CH:21]=3)(=[O:19])=[O:18])[CH:13]=[CH:14][CH:15]=2)[CH2:6]1.